From a dataset of Forward reaction prediction with 1.9M reactions from USPTO patents (1976-2016). Predict the product of the given reaction. (1) Given the reactants [OH:1][C:2]1([C:12]#[C:13][C:14]2[CH:24]=[CH:23][CH:22]=[CH:21][C:15]=2[C:16]([O:18][CH2:19][CH3:20])=[O:17])[C:7]([CH3:9])([CH3:8])[CH2:6][C:5](=O)[CH:4]=[C:3]1[CH3:11].Cl.[CH2:26]([O:28][NH2:29])[CH3:27].C([O-])(=O)C.[Na+], predict the reaction product. The product is: [CH2:26]([O:28]/[N:29]=[C:5]1\[CH:4]=[C:3]([CH3:11])[C:2]([C:12]#[C:13][C:14]2[CH:24]=[CH:23][CH:22]=[CH:21][C:15]=2[C:16]([O:18][CH2:19][CH3:20])=[O:17])([OH:1])[C:7]([CH3:9])([CH3:8])[CH2:6]\1)[CH3:27]. (2) Given the reactants N(C(OC(C)(C)C)=O)=NC(OC(C)(C)C)=O.[OH:17][CH2:18][CH2:19][C@@H:20]1[CH2:26][C@@H:25]2[C@@H:23]([CH2:24]2)[CH2:22][N:21]1C(OC(C)(C)C)=O.[F:34][C:35]([F:44])([F:43])[C:36]1[CH:37]=[CH:38][C:39](=O)[NH:40][CH:41]=1.C(P(CCCC)CCCC)CCC, predict the reaction product. The product is: [F:34][C:35]([F:44])([F:43])[C:36]1[CH:37]=[CH:38][C:39]([O:17][CH2:18][CH2:19][C@@H:20]2[CH2:26][C@@H:25]3[C@@H:23]([CH2:24]3)[CH2:22][NH:21]2)=[N:40][CH:41]=1. (3) Given the reactants [Cl:1][C:2]1[CH:3]=[C:4]([CH2:12][O:13][C:14]2[C:22]([F:23])=[CH:21][C:17]([C:18](O)=[O:19])=[C:16]([F:24])[CH:15]=2)[CH:5]=[N:6][C:7]=1[O:8][CH:9]([CH3:11])[CH3:10].C(N(C(C)C)C(C)C)C.[CH3:34][N:35]([CH3:40])[S:36]([NH2:39])(=[O:38])=[O:37], predict the reaction product. The product is: [Cl:1][C:2]1[CH:3]=[C:4]([CH2:12][O:13][C:14]2[C:22]([F:23])=[CH:21][C:17]([C:18]([NH:39][S:36]([N:35]([CH3:40])[CH3:34])(=[O:38])=[O:37])=[O:19])=[C:16]([F:24])[CH:15]=2)[CH:5]=[N:6][C:7]=1[O:8][CH:9]([CH3:11])[CH3:10]. (4) The product is: [N:39]1([C:2]2[CH:3]=[CH:4][C:5]([CH2:6][N:7]3[C:11]4[CH:12]=[CH:13][C:14]([O:16][CH2:17][C:18]5[CH:27]=[CH:26][C:25]6[C:20](=[CH:21][CH:22]=[CH:23][CH:24]=6)[N:19]=5)=[CH:15][C:10]=4[N:9]=[C:8]3[CH2:28][C:29]([CH3:36])([CH3:35])[C:30]([OH:32])=[O:31])=[CH:37][CH:38]=2)[CH2:42][CH2:41][CH2:40]1. Given the reactants Br[C:2]1[CH:38]=[CH:37][C:5]([CH2:6][N:7]2[C:11]3[CH:12]=[CH:13][C:14]([O:16][CH2:17][C:18]4[CH:27]=[CH:26][C:25]5[C:20](=[CH:21][CH:22]=[CH:23][CH:24]=5)[N:19]=4)=[CH:15][C:10]=3[N:9]=[C:8]2[CH2:28][C:29]([CH3:36])([CH3:35])[C:30]([O:32]CC)=[O:31])=[CH:4][CH:3]=1.[NH:39]1[CH2:42][CH2:41][CH2:40]1.CC(P(C(C)(C)C)C1C(C2C=CC=CC=2)=CC=CC=1)(C)C.CC([O-])(C)C.[K+], predict the reaction product.